From a dataset of Catalyst prediction with 721,799 reactions and 888 catalyst types from USPTO. Predict which catalyst facilitates the given reaction. (1) Reactant: [Cl:1][C:2]1[C:7]([F:8])=[CH:6][CH:5]=[C:4]([Cl:9])[C:3]=1[CH:10]([O:12][C:13]1[C:14]([NH2:30])=[N:15][CH:16]=[C:17]([C:19]2[N:20]=[N:21][N:22]([CH:24]3[CH2:29][CH2:28][NH:27][CH2:26][CH2:25]3)[CH:23]=2)[CH:18]=1)[CH3:11].C(N(CC)CC)C.[F:38][C:39]1[CH:47]=[CH:46][C:42]([C:43](Cl)=[O:44])=[CH:41][CH:40]=1. Product: [Cl:1][C:2]1[C:7]([F:8])=[CH:6][CH:5]=[C:4]([Cl:9])[C:3]=1[CH:10]([O:12][C:13]1[C:14]([NH2:30])=[N:15][CH:16]=[C:17]([C:19]2[N:20]=[N:21][N:22]([CH:24]3[CH2:29][CH2:28][N:27]([C:43](=[O:44])[C:42]4[CH:46]=[CH:47][C:39]([F:38])=[CH:40][CH:41]=4)[CH2:26][CH2:25]3)[CH:23]=2)[CH:18]=1)[CH3:11]. The catalyst class is: 9. (2) Reactant: [OH-].[Li+].C[O:4][C:5](=[O:28])[CH2:6][C:7]1[C:15]2[C:10](=[N:11][CH:12]=[CH:13][CH:14]=2)[N:9]([CH2:16][C:17]2[CH:26]=[CH:25][C:20]3[N:21]=[N:22][N:23]([CH3:24])[C:19]=3[CH:18]=2)[C:8]=1[CH3:27]. Product: [CH3:27][C:8]1[N:9]([CH2:16][C:17]2[CH:26]=[CH:25][C:20]3[N:21]=[N:22][N:23]([CH3:24])[C:19]=3[CH:18]=2)[C:10]2=[N:11][CH:12]=[CH:13][CH:14]=[C:15]2[C:7]=1[CH2:6][C:5]([OH:28])=[O:4]. The catalyst class is: 569. (3) Reactant: [OH:1][C:2]([C:19]1[CH:24]=[CH:23][CH:22]=[CH:21][CH:20]=1)([C:13]1[CH:18]=[CH:17][CH:16]=[CH:15][CH:14]=1)[CH:3]1[CH2:8][CH2:7][N:6]([CH2:9][CH2:10][CH2:11][OH:12])[CH2:5][CH2:4]1.[CH3:25][C:26]1[CH:31]=[CH:30][C:29]([S:32](Cl)(=[O:34])=[O:33])=[CH:28][CH:27]=1. Product: [CH3:25][C:26]1[CH:31]=[CH:30][C:29]([S:32]([O:12][CH2:11][CH2:10][CH2:9][N:6]2[CH2:5][CH2:4][CH:3]([C:2]([OH:1])([C:19]3[CH:24]=[CH:23][CH:22]=[CH:21][CH:20]=3)[C:13]3[CH:14]=[CH:15][CH:16]=[CH:17][CH:18]=3)[CH2:8][CH2:7]2)(=[O:34])=[O:33])=[CH:28][CH:27]=1. The catalyst class is: 2. (4) Reactant: [CH2:1]([C:3]1[N:8]=[C:7]([CH3:9])[C:6]2[C:10]([CH3:13])=[N:11][NH:12][C:5]=2[CH:4]=1)[CH3:2].[H-].[Na+].[CH3:16][C:17]1[C:18]([N:23]([CH2:46][O:47][CH2:48][CH2:49][O:50][CH3:51])[S:24]([C:27]2[S:28][C:29]([CH3:45])=[CH:30][C:31]=2[C:32]2[CH:43]=[CH:42][C:35]([CH2:36]OS(C)(=O)=O)=[CH:34][C:33]=2[CH3:44])(=[O:26])=[O:25])=[N:19][O:20][C:21]=1[CH3:22].O. Product: [CH3:16][C:17]1[C:18]([N:23]([CH2:46][O:47][CH2:48][CH2:49][O:50][CH3:51])[S:24]([C:27]2[S:28][C:29]([CH3:45])=[CH:30][C:31]=2[C:32]2[CH:43]=[CH:42][C:35]([CH2:36][N:12]3[C:5]4[CH:4]=[C:3]([CH2:1][CH3:2])[N:8]=[C:7]([CH3:9])[C:6]=4[C:10]([CH3:13])=[N:11]3)=[CH:34][C:33]=2[CH3:44])(=[O:26])=[O:25])=[N:19][O:20][C:21]=1[CH3:22]. The catalyst class is: 42. (5) Reactant: [CH3:1][N:2]1[C:6]([C:7]2[S:11][CH:10]=[C:9]([C:12]([OH:14])=O)[CH:8]=2)=[CH:5][CH:4]=[N:3]1.CCN(C(C)C)C(C)C.Cl.[NH:25]1[C@@H:34]2[C@@H:29]([CH2:30][CH2:31][CH2:32][CH2:33]2)[CH2:28][CH2:27][CH2:26]1.CN(C(ON1N=NC2C=CC=NC1=2)=[N+](C)C)C.F[P-](F)(F)(F)(F)F. Product: [CH3:1][N:2]1[C:6]([C:7]2[S:11][CH:10]=[C:9]([C:12]([N:25]3[CH:34]4[CH:29]([CH2:30][CH2:31][CH2:32][CH2:33]4)[CH2:28][CH2:27][CH2:26]3)=[O:14])[CH:8]=2)=[CH:5][CH:4]=[N:3]1. The catalyst class is: 20. (6) Reactant: [C:1](O)(=O)C.C=O.C([BH3-])#N.[Na+].[CH2:11]([N:18]1[CH2:23][CH2:22][CH:21]([NH:24][C:25]2[CH:33]=[CH:32][C:28]([C:29]([NH2:31])=[O:30])=[CH:27][CH:26]=2)[CH2:20][CH2:19]1)[C:12]1[CH:17]=[CH:16][CH:15]=[CH:14][CH:13]=1. Product: [CH2:11]([N:18]1[CH2:19][CH2:20][CH:21]([N:24]([CH3:1])[C:25]2[CH:26]=[CH:27][C:28]([C:29]([NH2:31])=[O:30])=[CH:32][CH:33]=2)[CH2:22][CH2:23]1)[C:12]1[CH:13]=[CH:14][CH:15]=[CH:16][CH:17]=1. The catalyst class is: 5.